The task is: Predict which catalyst facilitates the given reaction.. This data is from Catalyst prediction with 721,799 reactions and 888 catalyst types from USPTO. (1) Reactant: Br[C:2]1[C:7]2[S:8][C:9]([C:11]3[C:16]([F:17])=[CH:15][CH:14]=[CH:13][C:12]=3[Cl:18])=[N:10][C:6]=2[C:5]([F:19])=[CH:4][N:3]=1.[C:20]([O:24][C:25](=[O:27])[NH2:26])([CH3:23])([CH3:22])[CH3:21].CC1(C)C2C(=C(P(C3C=CC=CC=3)C3C=CC=CC=3)C=CC=2)OC2C(P(C3C=CC=CC=3)C3C=CC=CC=3)=CC=CC1=2.[O-]P([O-])([O-])=O.[K+].[K+].[K+]. Product: [C:20]([O:24][C:25](=[O:27])[NH:26][C:2]1[C:7]2[S:8][C:9]([C:11]3[C:16]([F:17])=[CH:15][CH:14]=[CH:13][C:12]=3[Cl:18])=[N:10][C:6]=2[C:5]([F:19])=[CH:4][N:3]=1)([CH3:23])([CH3:22])[CH3:21]. The catalyst class is: 882. (2) Reactant: [Cl:1][C:2]1[N:7]=[C:6](Cl)[C:5]([F:9])=[CH:4][N:3]=1.[NH2:10][C:11]1[CH:12]=[C:13]([NH:17][C:18](=[O:20])[CH3:19])[CH:14]=[CH:15][CH:16]=1.CCN(C(C)C)C(C)C. Product: [Cl:1][C:2]1[N:7]=[C:6]([NH:10][C:11]2[CH:12]=[C:13]([NH:17][C:18](=[O:20])[CH3:19])[CH:14]=[CH:15][CH:16]=2)[C:5]([F:9])=[CH:4][N:3]=1. The catalyst class is: 41.